This data is from Full USPTO retrosynthesis dataset with 1.9M reactions from patents (1976-2016). The task is: Predict the reactants needed to synthesize the given product. Given the product [NH2:55][C@H:52]1[C@H:51]([F:56])[CH2:50][O:49][C@H:48]([C:47]2[N:46]([CH3:57])[N:45]=[CH:44][C:43]=2[NH:42][C:40]([C:28]2[N:29]=[C:30]([C:32]3[C:33]([F:39])=[CH:34][C:35]([CH:18]4[CH2:17][CH2:5][O:4][CH2:19]4)=[CH:36][C:37]=3[F:38])[S:31][CH:27]=2)=[O:41])[CH2:54][CH2:53]1, predict the reactants needed to synthesize it. The reactants are: F[C@H]1[C@H](NC(=O)OC(C)(C)C)CC[C@@H:5]([C:17]2N(C)N=[CH:19][C:18]=2[N+]([O-])=O)[O:4]C1.N[C:27]1[S:31][C:30]([C:32]2[C:37]([F:38])=[CH:36][CH:35]=[CH:34][C:33]=2[F:39])=[N:29][C:28]=1[C:40]([NH:42][C:43]1[CH:44]=[N:45][N:46]([CH3:57])[C:47]=1[CH:48]1[CH2:54][CH2:53][C@@H:52]([NH2:55])[C@H:51]([F:56])[CH2:50][O:49]1)=[O:41].